This data is from Forward reaction prediction with 1.9M reactions from USPTO patents (1976-2016). The task is: Predict the product of the given reaction. (1) The product is: [Cl:1][C:2]1[CH:7]=[C:6]([Cl:8])[CH:5]=[CH:4][C:3]=1[C:9]1[N:10]=[C:11](/[CH:16]=[CH:17]/[C:18]2[CH:23]=[CH:22][C:21]([C:24]3[CH:25]=[CH:26][C:27]([O:30][C:40]4[CH:39]=[CH:38][C:33]([C:34]([OH:36])=[O:35])=[C:32]([F:31])[CH:41]=4)=[CH:28][CH:29]=3)=[CH:20][CH:19]=2)[N:12]([CH2:14][CH3:15])[CH:13]=1. Given the reactants [Cl:1][C:2]1[CH:7]=[C:6]([Cl:8])[CH:5]=[CH:4][C:3]=1[C:9]1[N:10]=[C:11](/[CH:16]=[CH:17]/[C:18]2[CH:23]=[CH:22][C:21]([C:24]3[CH:29]=[CH:28][C:27]([OH:30])=[CH:26][CH:25]=3)=[CH:20][CH:19]=2)[N:12]([CH2:14][CH3:15])[CH:13]=1.[F:31][C:32]1[CH:41]=[C:40](Br)[CH:39]=[CH:38][C:33]=1[C:34]([O:36]C)=[O:35], predict the reaction product. (2) Given the reactants [C:1](OC(=O)C)(=[O:3])[CH3:2].[NH2:8][CH2:9][C@@H:10]1[O:14][C:13](=[O:15])[N:12]([C:16]2[CH:27]=[CH:26][C:19]3[N:20]([CH3:25])[C:21](=[O:24])[O:22][CH2:23][C:18]=3[CH:17]=2)[CH2:11]1.N1C=CC=CC=1, predict the reaction product. The product is: [CH3:25][N:20]1[C:19]2[CH:26]=[CH:27][C:16]([N:12]3[CH2:11][C@H:10]([CH2:9][NH:8][C:1](=[O:3])[CH3:2])[O:14][C:13]3=[O:15])=[CH:17][C:18]=2[CH2:23][O:22][C:21]1=[O:24]. (3) Given the reactants [CH:1]12[CH2:7][CH:4]([CH2:5][CH2:6]1)[CH2:3][CH:2]2[C:8]1[NH:12][C:11]2[C:13]([O:20][CH3:21])=[CH:14][CH:15]=[C:16]([C:17]([OH:19])=O)[C:10]=2[N:9]=1.[NH2:22][CH:23]1[CH2:28][CH2:27][CH2:26][N:25]([C:29]([O:31][C:32]([CH3:35])([CH3:34])[CH3:33])=[O:30])[CH2:24]1, predict the reaction product. The product is: [CH:1]12[CH2:7][CH:4]([CH2:5][CH2:6]1)[CH2:3][CH:2]2[C:8]1[NH:12][C:11]2[C:13]([O:20][CH3:21])=[CH:14][CH:15]=[C:16]([C:17]([NH:22][CH:23]3[CH2:28][CH2:27][CH2:26][N:25]([C:29]([O:31][C:32]([CH3:35])([CH3:34])[CH3:33])=[O:30])[CH2:24]3)=[O:19])[C:10]=2[N:9]=1. (4) Given the reactants [Br:1][C:2]1[CH:7]=[CH:6][C:5]([NH:8][C:9]2[C:18]3[C:13](=[CH:14][C:15]([O:20][CH3:21])=[C:16]([OH:19])[CH:17]=3)[N:12]=[CH:11][N:10]=2)=[C:4]([F:22])[CH:3]=1.Cl[CH2:24][CH2:25][CH2:26][N:27]1[CH2:32][CH2:31][CH:30]2[CH2:33][O:34][CH2:35][CH:29]2[CH2:28]1.C([O-])([O-])=O.[K+].[K+].C(Cl)Cl, predict the reaction product. The product is: [Br:1][C:2]1[CH:7]=[CH:6][C:5]([NH:8][C:9]2[C:18]3[C:13](=[CH:14][C:15]([O:20][CH3:21])=[C:16]([O:19][CH2:24][CH2:25][CH2:26][N:27]4[CH2:32][CH2:31][CH:30]5[CH2:33][O:34][CH2:35][CH:29]5[CH2:28]4)[CH:17]=3)[N:12]=[CH:11][N:10]=2)=[C:4]([F:22])[CH:3]=1. (5) Given the reactants [O-]P([O-])([O-])=O.[K+].[K+].[K+].Cl.[F:10][C:11]1[CH:24]=[CH:23][C:14]([C:15]([CH:17]2[CH2:22][CH2:21][NH:20][CH2:19][CH2:18]2)=[O:16])=[CH:13][CH:12]=1.C(O)(C)C.I[C:30]1[CH:35]=[CH:34][C:33]([C:36]([F:39])([F:38])[F:37])=[CH:32][CH:31]=1, predict the reaction product. The product is: [F:37][C:36]([F:39])([F:38])[C:33]1[CH:34]=[CH:35][C:30]([N:20]2[CH2:21][CH2:22][CH:17]([C:15](=[O:16])[C:14]3[CH:13]=[CH:12][C:11]([F:10])=[CH:24][CH:23]=3)[CH2:18][CH2:19]2)=[CH:31][CH:32]=1. (6) Given the reactants [Cl:1][C:2]1[CH:7]=[CH:6][C:5]([C:8]2[CH:13]=[CH:12][CH:11]=[CH:10][CH:9]=2)=[C:4]([CH2:14]CC#N)[CH:3]=1.[OH-:18].[Na+].[CH2:20]([OH:22])[CH3:21], predict the reaction product. The product is: [Cl:1][C:2]1[CH:7]=[CH:6][C:5]([C:8]2[CH:13]=[CH:12][CH:11]=[CH:10][CH:9]=2)=[C:4]([CH2:14][CH2:21][C:20]([OH:18])=[O:22])[CH:3]=1.